From a dataset of NCI-60 drug combinations with 297,098 pairs across 59 cell lines. Regression. Given two drug SMILES strings and cell line genomic features, predict the synergy score measuring deviation from expected non-interaction effect. Drug 1: CC1=C(C=C(C=C1)NC2=NC=CC(=N2)N(C)C3=CC4=NN(C(=C4C=C3)C)C)S(=O)(=O)N.Cl. Drug 2: C1CCC(C(C1)N)N.C(=O)(C(=O)[O-])[O-].[Pt+4]. Cell line: A549. Synergy scores: CSS=3.46, Synergy_ZIP=-4.82, Synergy_Bliss=-5.69, Synergy_Loewe=-14.6, Synergy_HSA=-5.51.